Task: Regression. Given two drug SMILES strings and cell line genomic features, predict the synergy score measuring deviation from expected non-interaction effect.. Dataset: NCI-60 drug combinations with 297,098 pairs across 59 cell lines (1) Drug 1: COC1=C2C(=CC3=C1OC=C3)C=CC(=O)O2. Drug 2: B(C(CC(C)C)NC(=O)C(CC1=CC=CC=C1)NC(=O)C2=NC=CN=C2)(O)O. Cell line: M14. Synergy scores: CSS=36.4, Synergy_ZIP=0.530, Synergy_Bliss=-1.99, Synergy_Loewe=-63.7, Synergy_HSA=-3.42. (2) Drug 1: C1CN(P(=O)(OC1)NCCCl)CCCl. Drug 2: CC12CCC3C(C1CCC2OP(=O)(O)O)CCC4=C3C=CC(=C4)OC(=O)N(CCCl)CCCl.[Na+]. Cell line: M14. Synergy scores: CSS=-1.27, Synergy_ZIP=2.00, Synergy_Bliss=2.17, Synergy_Loewe=-5.63, Synergy_HSA=-4.39.